Dataset: Reaction yield outcomes from USPTO patents with 853,638 reactions. Task: Predict the reaction yield, written as a fraction of the theoretical maximum amount of product (1.0 means a 100% yield; for example, 0.34 means a 34% yield). (1) The reactants are [CH2:1]([C:3]1[O:7][N:6]=[C:5]([CH2:8][C:9]2[CH:14]=[CH:13][C:12]([N+:15]([O-])=O)=[CH:11][CH:10]=2)[N:4]=1)[CH3:2].[Cl-].[Ca+2].[Cl-]. The catalyst is [Fe].C(O)C. The product is [CH2:1]([C:3]1[O:7][N:6]=[C:5]([CH2:8][C:9]2[CH:10]=[CH:11][C:12]([NH2:15])=[CH:13][CH:14]=2)[N:4]=1)[CH3:2]. The yield is 0.730. (2) The reactants are Br[C:2]1[N:7]=[C:6]([C:8]([OH:10])=[O:9])[CH:5]=[CH:4][CH:3]=1.[C:11]1(B2OC(C)(C)C(C)(C)O2)[CH2:15][CH2:14][CH2:13][CH:12]=1.C([O-])([O-])=O.[K+].[K+]. The catalyst is CN(C=O)C.O.C1C=CC(P(C2C=CC=CC=2)[C-]2C=CC=C2)=CC=1.C1C=CC(P(C2C=CC=CC=2)[C-]2C=CC=C2)=CC=1.Cl[Pd]Cl.[Fe+2]. The product is [C:11]1([C:2]2[N:7]=[C:6]([C:8]([OH:10])=[O:9])[CH:5]=[CH:4][CH:3]=2)[CH2:15][CH2:14][CH2:13][CH:12]=1. The yield is 0.230. (3) The reactants are C([NH:4][C:5]1[S:6][C:7]2[C:16]3[CH:15]=[CH:14][C:13]([C:17]([OH:19])=[O:18])=[CH:12][C:11]=3[NH:10][C:9](=[O:20])[C:8]=2[N:21]=1)(=O)C.Cl. The yield is 0.860. The product is [NH2:4][C:5]1[S:6][C:7]2[C:16]3[CH:15]=[CH:14][C:13]([C:17]([OH:19])=[O:18])=[CH:12][C:11]=3[NH:10][C:9](=[O:20])[C:8]=2[N:21]=1. The catalyst is O. (4) The reactants are [C:1]1([N:7]2[CH2:12][CH2:11][NH:10][CH2:9][CH2:8]2)[CH:6]=[CH:5][CH:4]=[CH:3][CH:2]=1.C(S[C:16]1[N:17]=[C:18]([OH:25])[C:19]2[S:24][CH2:23][CH2:22][C:20]=2[N:21]=1)C.O. The catalyst is C(O)(=O)C. The product is [C:1]1([N:7]2[CH2:12][CH2:11][N:10]([C:16]3[N:17]=[C:18]([OH:25])[C:19]4[S:24][CH2:23][CH2:22][C:20]=4[N:21]=3)[CH2:9][CH2:8]2)[CH:6]=[CH:5][CH:4]=[CH:3][CH:2]=1. The yield is 0.910. (5) The reactants are [NH:1]1[CH:5]=[C:4]([C:6]([O:8][CH2:9][CH3:10])=[O:7])[N:3]=[CH:2]1.F[C:12]1[CH:17]=[CH:16][C:15]([N+:18]([O-:20])=[O:19])=[CH:14][CH:13]=1.C(=O)([O-])[O-].[K+].[K+]. The catalyst is C(#N)C. The product is [N+:18]([C:15]1[CH:16]=[CH:17][C:12]([N:1]2[CH:5]=[C:4]([C:6]([O:8][CH2:9][CH3:10])=[O:7])[N:3]=[CH:2]2)=[CH:13][CH:14]=1)([O-:20])=[O:19]. The yield is 0.840. (6) The reactants are [N+:1]([C:4]1[C:5]([C:28](OCC)=[O:29])=[N:6][C:7]([NH:19][C:20]2[CH:25]=[CH:24][CH:23]=[C:22]([CH2:26][OH:27])[CH:21]=2)=[N:8][C:9]=1[NH:10][C:11]1[CH:16]=[CH:15][CH:14]=[CH:13][C:12]=1[O:17][CH3:18])([O-])=O.ClC1N=C([C:40](OCC)=[O:41])C([N+]([O-])=O)=C(NC2C=CC=CC=2OC)N=1.[NH2:57]C1C=C(C=CC=1)CO.C(N(C(C)C)CC)(C)C. The catalyst is CN(C)C=O. The product is [OH:27][CH2:26][C:22]1[CH:21]=[C:20]([NH:19][C:7]2[N:8]=[C:9]3[C:4]([NH:1][C:40](=[O:41])[N:10]3[C:11]3[CH:16]=[CH:15][CH:14]=[CH:13][C:12]=3[O:17][CH3:18])=[C:5]([C:28]([NH2:57])=[O:29])[N:6]=2)[CH:25]=[CH:24][CH:23]=1. The yield is 0.930. (7) The product is [CH2:23]([N:25]([CH:26]([CH3:35])[C:27](=[O:28])[C:29]1[CH:34]=[CH:33][CH:32]=[CH:31][CH:30]=1)[C:1]([C:4]1[N:5]=[C:6]([CH:9]2[CH2:14][CH2:13][N:12]([C:15]([O:17][C:18]([CH3:21])([CH3:20])[CH3:19])=[O:16])[CH2:11][CH2:10]2)[S:7][CH:8]=1)=[O:3])[CH3:24]. The reactants are [C:1]([C:4]1[N:5]=[C:6]([CH:9]2[CH2:14][CH2:13][N:12]([C:15]([O:17][C:18]([CH3:21])([CH3:20])[CH3:19])=[O:16])[CH2:11][CH2:10]2)[S:7][CH:8]=1)([OH:3])=O.Cl.[CH2:23]([NH:25][CH:26]([CH3:35])[C:27]([C:29]1[CH:34]=[CH:33][CH:32]=[CH:31][CH:30]=1)=[O:28])[CH3:24].CN(C(ON1N=NC2C=CC=CC1=2)=[N+](C)C)C.F[P-](F)(F)(F)(F)F.C(N(C(C)C)C(C)C)C. The catalyst is CN(C)C=O. The yield is 0.850. (8) The reactants are Cl.[CH3:2][S:3][C:4]1[C:5]([C:17]2[CH:22]=[CH:21][CH:20]=[CH:19][CH:18]=2)=[N:6][C:7]2[C:12]([C:13]=1[C:14]([OH:16])=O)=[CH:11][CH:10]=[CH:9][CH:8]=2.C1C=C2N=NN(O)C2=CC=1.O.CN1CCOCC1.CCN=C=NCCCN(C)C.[C:52]1([C@@H:58]([NH2:61])[CH2:59][CH3:60])[CH:57]=[CH:56][CH:55]=[CH:54][CH:53]=1. The catalyst is C(Cl)Cl. The product is [CH3:2][S:3][C:4]1[C:5]([C:17]2[CH:22]=[CH:21][CH:20]=[CH:19][CH:18]=2)=[N:6][C:7]2[C:12]([C:13]=1[C:14]([NH:61][C@H:58]([C:52]1[CH:57]=[CH:56][CH:55]=[CH:54][CH:53]=1)[CH2:59][CH3:60])=[O:16])=[CH:11][CH:10]=[CH:9][CH:8]=2. The yield is 0.925. (9) The reactants are Cl[C:2]1[CH:11]=[CH:10][N:9]=[C:8]2[C:3]=1[C:4]1[CH:16]=[CH:15][CH:14]=[CH:13][C:5]=1[C:6](=[O:12])[NH:7]2.[Cl:17][C:18]1[CH:24]=[CH:23][C:21]([NH2:22])=[CH:20][CH:19]=1. No catalyst specified. The product is [Cl:17][C:18]1[CH:24]=[CH:23][C:21]([NH:22][C:2]2[CH:11]=[CH:10][N:9]=[C:8]3[C:3]=2[C:4]2[CH:16]=[CH:15][CH:14]=[CH:13][C:5]=2[C:6](=[O:12])[NH:7]3)=[CH:20][CH:19]=1. The yield is 0.970. (10) The reactants are [CH2:1]([C@H:9]1[CH2:13][CH2:12][CH2:11][N:10]1[C:14]([O:16][C:17]([CH3:20])([CH3:19])[CH3:18])=[O:15])[CH2:2][C:3]1[CH:8]=[CH:7][CH:6]=[CH:5][CH:4]=1. The catalyst is [Pd]. The product is [C:5]1([CH2:6][CH2:7][CH2:8][CH2:3][CH:2]=[CH:1][C@@H:9]2[CH2:13][CH2:12][CH2:11][N:10]2[C:14]([O:16][C:17]([CH3:18])([CH3:19])[CH3:20])=[O:15])[CH:4]=[CH:3][CH:2]=[CH:1][CH:9]=1. The yield is 0.970.